Dataset: Aqueous solubility values for 9,982 compounds from the AqSolDB database. Task: Regression/Classification. Given a drug SMILES string, predict its absorption, distribution, metabolism, or excretion properties. Task type varies by dataset: regression for continuous measurements (e.g., permeability, clearance, half-life) or binary classification for categorical outcomes (e.g., BBB penetration, CYP inhibition). For this dataset (solubility_aqsoldb), we predict Y. (1) The drug is CC1(C)O[C@@H]2C[C@H]3[C@@H]4CCC5=CC(=O)C=C[C@]5(C)[C@@]4(F)[C@@H](O)C[C@]3(C)[C@]2(C(=O)CO)O1. The Y is -4.32 log mol/L. (2) The molecule is C=CCCCCCCO. The Y is -1.74 log mol/L. (3) The compound is CCC(C)n1ncn(-c2ccc(N3CCN(c4ccc(O)cc4)CC3)cc2)c1=O. The Y is -4.83 log mol/L. (4) The compound is O[B-](O)(F)F.[K+]. The Y is -0.724 log mol/L.